This data is from NCI-60 drug combinations with 297,098 pairs across 59 cell lines. The task is: Regression. Given two drug SMILES strings and cell line genomic features, predict the synergy score measuring deviation from expected non-interaction effect. (1) Drug 1: CC1=C2C(C(=O)C3(C(CC4C(C3C(C(C2(C)C)(CC1OC(=O)C(C(C5=CC=CC=C5)NC(=O)OC(C)(C)C)O)O)OC(=O)C6=CC=CC=C6)(CO4)OC(=O)C)OC)C)OC. Drug 2: CN1CCC(CC1)COC2=C(C=C3C(=C2)N=CN=C3NC4=C(C=C(C=C4)Br)F)OC. Cell line: PC-3. Synergy scores: CSS=30.1, Synergy_ZIP=-11.9, Synergy_Bliss=-8.73, Synergy_Loewe=-28.5, Synergy_HSA=-6.25. (2) Drug 1: CN(CC1=CN=C2C(=N1)C(=NC(=N2)N)N)C3=CC=C(C=C3)C(=O)NC(CCC(=O)O)C(=O)O. Drug 2: CCC1(C2=C(COC1=O)C(=O)N3CC4=CC5=C(C=CC(=C5CN(C)C)O)N=C4C3=C2)O.Cl. Cell line: T-47D. Synergy scores: CSS=3.11, Synergy_ZIP=-5.24, Synergy_Bliss=-3.87, Synergy_Loewe=-22.3, Synergy_HSA=-5.37. (3) Drug 2: CC1CCC2CC(C(=CC=CC=CC(CC(C(=O)C(C(C(=CC(C(=O)CC(OC(=O)C3CCCCN3C(=O)C(=O)C1(O2)O)C(C)CC4CCC(C(C4)OC)O)C)C)O)OC)C)C)C)OC. Synergy scores: CSS=26.9, Synergy_ZIP=-4.65, Synergy_Bliss=-2.95, Synergy_Loewe=-12.2, Synergy_HSA=0.614. Drug 1: C1=C(C(=O)NC(=O)N1)N(CCCl)CCCl. Cell line: EKVX. (4) Drug 1: CC1=C(C=C(C=C1)C(=O)NC2=CC(=CC(=C2)C(F)(F)F)N3C=C(N=C3)C)NC4=NC=CC(=N4)C5=CN=CC=C5. Drug 2: N.N.Cl[Pt+2]Cl. Cell line: A549. Synergy scores: CSS=47.3, Synergy_ZIP=0.637, Synergy_Bliss=0.159, Synergy_Loewe=-2.79, Synergy_HSA=1.23.